From a dataset of Reaction yield outcomes from USPTO patents with 853,638 reactions. Predict the reaction yield, written as a fraction of the theoretical maximum amount of product (1.0 means a 100% yield; for example, 0.34 means a 34% yield). The reactants are [OH:1][C:2]1[CH:7]=[CH:6][C:5]([CH:8]2[CH2:13][CH2:12][C:11](=[O:14])[CH2:10][CH2:9]2)=[CH:4][CH:3]=1.[C:15]([O-])([O-])=O.[K+].[K+].IC. The catalyst is CC(C)=O. The product is [CH3:15][O:1][C:2]1[CH:3]=[CH:4][C:5]([CH:8]2[CH2:9][CH2:10][C:11](=[O:14])[CH2:12][CH2:13]2)=[CH:6][CH:7]=1. The yield is 1.00.